Dataset: Reaction yield outcomes from USPTO patents with 853,638 reactions. Task: Predict the reaction yield, written as a fraction of the theoretical maximum amount of product (1.0 means a 100% yield; for example, 0.34 means a 34% yield). (1) The reactants are [CH:1]([N:4]1[C:8]([C:9]2[N:18]=[C:17]3[N:11]([CH2:12][CH2:13][O:14][C:15]4[CH:22]=[C:21](O)[N:20]=[CH:19][C:16]=43)[CH:10]=2)=[N:7][C:6]([CH3:24])=[N:5]1)([CH3:3])[CH3:2].[CH2:25]1[C@@H:29]([C:30]([NH2:32])=[O:31])[NH:28][CH2:27][C@H:26]1[F:33].Cl. No catalyst specified. The product is [F:33][C@@H:26]1[CH2:27][N:28]([C:21]2[N:20]=[CH:19][C:16]3[C:17]4[N:11]([CH:10]=[C:9]([C:8]5[N:4]([CH:1]([CH3:2])[CH3:3])[N:5]=[C:6]([CH3:24])[N:7]=5)[N:18]=4)[CH2:12][CH2:13][O:14][C:15]=3[CH:22]=2)[C@H:29]([C:30]([NH2:32])=[O:31])[CH2:25]1. The yield is 0.420. (2) The reactants are [CH3:1][C:2]1[CH:7]=[CH:6][N:5]=[CH:4][C:3]=1[C:8]1[CH:17]=[C:16]2[C:11]([CH:12]=[C:13]([NH:18]C(=O)OC(C)(C)C)[N:14]=[CH:15]2)=[CH:10][N:9]=1.FC(F)(F)C(O)=O. The catalyst is ClCCCl. The product is [CH3:1][C:2]1[CH:7]=[CH:6][N:5]=[CH:4][C:3]=1[C:8]1[CH:17]=[C:16]2[C:11]([CH:12]=[C:13]([NH2:18])[N:14]=[CH:15]2)=[CH:10][N:9]=1. The yield is 0.990.